Dataset: Reaction yield outcomes from USPTO patents with 853,638 reactions. Task: Predict the reaction yield, written as a fraction of the theoretical maximum amount of product (1.0 means a 100% yield; for example, 0.34 means a 34% yield). (1) The reactants are [CH:1]([O:4][C:5]([N:7]1[CH2:12][CH2:11][CH:10]([O:13][C:14]2[C:19]([CH3:20])=[C:18](Cl)[N:17]=[CH:16][N:15]=2)[CH2:9][CH2:8]1)=[O:6])([CH3:3])[CH3:2].[Cl:22][C:23]1[N:28]=[C:27]([CH3:29])[C:26]([OH:30])=[CH:25][CH:24]=1.C(=O)([O-])[O-].[K+].[K+]. The catalyst is CN(C=O)C. The product is [CH:1]([O:4][C:5]([N:7]1[CH2:12][CH2:11][CH:10]([O:13][C:14]2[C:19]([CH3:20])=[C:18]([O:30][C:26]3[C:27]([CH3:29])=[N:28][C:23]([Cl:22])=[CH:24][CH:25]=3)[N:17]=[CH:16][N:15]=2)[CH2:9][CH2:8]1)=[O:6])([CH3:3])[CH3:2]. The yield is 0.710. (2) The reactants are [Cl:1][C:2]1[N:7]=[C:6]([C:8]([O:10][CH2:11][CH3:12])=[O:9])[C:5]([N+:13]([O-])=O)=[C:4]([Cl:16])[N:3]=1. The catalyst is C(OCC)(=O)C. The product is [NH2:13][C:5]1[C:6]([C:8]([O:10][CH2:11][CH3:12])=[O:9])=[N:7][C:2]([Cl:1])=[N:3][C:4]=1[Cl:16]. The yield is 0.320. (3) The reactants are [F:1][C:2]1[CH:3]=[C:4]([B:11]([OH:13])[OH:12])[CH:5]=[CH:6][C:7]=1[CH:8]=[N:9]O.Cl. The catalyst is C(O)C.[Pd]. The product is [NH2:9][CH2:8][C:7]1[CH:6]=[CH:5][C:4]([B:11]([OH:13])[OH:12])=[CH:3][C:2]=1[F:1]. The yield is 0.970. (4) The reactants are [Cl:1][C:2]1[N:7]=[N:6][C:5]([NH2:8])=[CH:4][CH:3]=1.CO[CH:11](OC)[N:12]([CH3:14])[CH3:13]. No catalyst specified. The product is [Cl:1][C:2]1[N:7]=[N:6][C:5](/[N:8]=[CH:11]/[N:12]([CH3:14])[CH3:13])=[CH:4][CH:3]=1. The yield is 0.829. (5) The product is [C:1]([O:5][C:6]([N:8]1[CH2:13][CH2:12][N:11]([S:28]([C:22]2[CH:21]=[C:20]3[C:25]([CH2:26][CH2:27][NH:18][CH2:19]3)=[CH:24][CH:23]=2)(=[O:29])=[O:30])[CH2:10][CH2:9]1)=[O:7])([CH3:4])([CH3:2])[CH3:3]. The yield is 0.350. No catalyst specified. The reactants are [C:1]([O:5][C:6]([N:8]1[CH2:13][CH2:12][NH:11][CH2:10][CH2:9]1)=[O:7])([CH3:4])([CH3:3])[CH3:2].FC(F)(F)C([N:18]1[CH2:27][CH2:26][C:25]2[C:20](=[CH:21][C:22]([S:28](Cl)(=[O:30])=[O:29])=[CH:23][CH:24]=2)[CH2:19]1)=O. (6) The reactants are [CH3:1][C:2]1([CH3:32])[C:8](=[O:9])[NH:7][C:6]2[N:10]=[CH:11][C:12](/[CH:14]=[CH:15]/[C:16]([N:18]([CH2:20][C:21]3[O:22][C:23]4[CH:31]=[CH:30][CH:29]=[CH:28][C:24]=4[C:25]=3[CH2:26][CH3:27])[CH3:19])=[O:17])=[CH:13][C:5]=2[CH2:4][NH:3]1.[ClH:33]. The catalyst is C(Cl)Cl.CO.CCOCC. The product is [ClH:33].[CH3:32][C:2]1([CH3:1])[C:8](=[O:9])[NH:7][C:6]2[N:10]=[CH:11][C:12](/[CH:14]=[CH:15]/[C:16]([N:18]([CH2:20][C:21]3[O:22][C:23]4[CH:31]=[CH:30][CH:29]=[CH:28][C:24]=4[C:25]=3[CH2:26][CH3:27])[CH3:19])=[O:17])=[CH:13][C:5]=2[CH2:4][NH:3]1. The yield is 0.990.